This data is from NCI-60 drug combinations with 297,098 pairs across 59 cell lines. The task is: Regression. Given two drug SMILES strings and cell line genomic features, predict the synergy score measuring deviation from expected non-interaction effect. Drug 1: C1=CC(=C2C(=C1NCCNCCO)C(=O)C3=C(C=CC(=C3C2=O)O)O)NCCNCCO. Drug 2: C1=CC(=CC=C1CCCC(=O)O)N(CCCl)CCCl. Cell line: SF-295. Synergy scores: CSS=76.7, Synergy_ZIP=1.12, Synergy_Bliss=-0.0234, Synergy_Loewe=-0.00858, Synergy_HSA=4.33.